From a dataset of Full USPTO retrosynthesis dataset with 1.9M reactions from patents (1976-2016). Predict the reactants needed to synthesize the given product. (1) Given the product [OH:26][C@H:27]([CH2:31][C:32]1[CH:37]=[CH:36][CH:35]=[CH:34][CH:33]=1)[C:28]([NH:1][CH2:2][CH:3]1[CH2:8][CH2:7][C:6]2[C:9]3[C:14]([NH:15][C:16]4[CH:17]=[C:18]5[C:22](=[CH:23][CH:24]=4)[NH:21][N:20]=[CH:19]5)=[N:13][CH:12]=[N:11][C:10]=3[S:25][C:5]=2[CH2:4]1)=[O:29], predict the reactants needed to synthesize it. The reactants are: [NH2:1][CH2:2][CH:3]1[CH2:8][CH2:7][C:6]2[C:9]3[C:14]([NH:15][C:16]4[CH:17]=[C:18]5[C:22](=[CH:23][CH:24]=4)[NH:21][N:20]=[CH:19]5)=[N:13][CH:12]=[N:11][C:10]=3[S:25][C:5]=2[CH2:4]1.[OH:26][C@@H:27]([CH2:31][C:32]1[CH:37]=[CH:36][CH:35]=[CH:34][CH:33]=1)[C:28](O)=[O:29]. (2) The reactants are: [F:1][C:2]([F:15])([F:14])[C:3]1[CH:8]=[CH:7][C:6](/[CH:9]=[CH:10]/[C:11](=[O:13])[CH3:12])=[CH:5][CH:4]=1.B1(C)OC(C2C=CC=CC=2)(C2C=CC=CC=2)[C@@H]2N1CCC2.[B]1OC2C(=CC=CC=2)O1. Given the product [F:1][C:2]([F:14])([F:15])[C:3]1[CH:4]=[CH:5][C:6](/[CH:9]=[CH:10]/[C@@H:11]([OH:13])[CH3:12])=[CH:7][CH:8]=1, predict the reactants needed to synthesize it.